This data is from Catalyst prediction with 721,799 reactions and 888 catalyst types from USPTO. The task is: Predict which catalyst facilitates the given reaction. (1) Reactant: C(O[C:6](=O)[N:7](C)[C:8]1[CH:9]=[N:10][CH:11]=[CH:12][C:13]=1[N:14]1[CH2:19][CH2:18][CH2:17][CH2:16][CH:15]1[CH3:20])(C)(C)C.[C:23]([OH:29])([C:25]([F:28])([F:27])[F:26])=[O:24]. Product: [F:26][C:25]([F:28])([F:27])[C:23]([OH:29])=[O:24].[CH3:6][NH:7][C:8]1[CH:9]=[N:10][CH:11]=[CH:12][C:13]=1[N:14]1[CH2:19][CH2:18][CH2:17][CH2:16][CH:15]1[CH3:20]. The catalyst class is: 2. (2) Reactant: [CH2:1]([C:4]1[C:12]([O:13][CH3:14])=[CH:11][C:10]([Cl:15])=[CH:9][C:5]=1[C:6]([OH:8])=O)[CH:2]=[CH2:3].[CH2:16]([C:20]1[CH:25]=[C:24]([CH3:26])[N:23]=[C:22]([O:27][CH3:28])[C:21]=1[CH2:29][NH2:30])[CH2:17][CH:18]=[CH2:19].C(Cl)CCl.C1C=NC2N(O)N=NC=2C=1.CN1CCOCC1. Product: [CH2:1]([C:4]1[C:12]([O:13][CH3:14])=[CH:11][C:10]([Cl:15])=[CH:9][C:5]=1[C:6]([NH:30][CH2:29][C:21]1[C:22]([O:27][CH3:28])=[N:23][C:24]([CH3:26])=[CH:25][C:20]=1[CH2:16][CH2:17][CH:18]=[CH2:19])=[O:8])[CH:2]=[CH2:3]. The catalyst class is: 2.